The task is: Predict the reaction yield, written as a fraction of the theoretical maximum amount of product (1.0 means a 100% yield; for example, 0.34 means a 34% yield).. This data is from Reaction yield outcomes from USPTO patents with 853,638 reactions. (1) The reactants are [B:10]1([B:10]2[O:14][C:13]([CH3:16])([CH3:15])[C:12]([CH3:18])([CH3:17])[O:11]2)[O:14][C:13]([CH3:16])([CH3:15])[C:12]([CH3:18])([CH3:17])[O:11]1.C([O-])(=O)C.[K+].[CH:24]1([C:27]2[C:28]([N:47]([C:52]3[CH:57]=[CH:56][C:55](I)=[C:54]([CH3:59])[CH:53]=3)[S:48]([CH3:51])(=[O:50])=[O:49])=[CH:29][C:30]3[O:34][C:33]([C:35]4[CH:40]=[CH:39][C:38]([F:41])=[CH:37][CH:36]=4)=[C:32]([C:42]([NH:44][CH3:45])=[O:43])[C:31]=3[CH:46]=2)[CH2:26][CH2:25]1.O1CCOCC1. The catalyst is O. The product is [CH:24]1([C:27]2[C:28]([N:47]([C:52]3[CH:57]=[CH:56][C:55]([B:10]4[O:11][C:12]([CH3:17])([CH3:18])[C:13]([CH3:15])([CH3:16])[O:14]4)=[C:54]([CH3:59])[CH:53]=3)[S:48]([CH3:51])(=[O:50])=[O:49])=[CH:29][C:30]3[O:34][C:33]([C:35]4[CH:36]=[CH:37][C:38]([F:41])=[CH:39][CH:40]=4)=[C:32]([C:42]([NH:44][CH3:45])=[O:43])[C:31]=3[CH:46]=2)[CH2:26][CH2:25]1. The yield is 0.0500. (2) The reactants are C1(P(C2C=CC=CC=2)C2C=CC=CC=2)C=CC=CC=1.Br[C:21]1[CH:26]=[C:25]([C@@H:27]([NH:30][S:31]([C:33]([CH3:36])([CH3:35])[CH3:34])=[O:32])[CH2:28][CH3:29])[CH:24]=[CH:23][N:22]=1.[CH3:37][N:38](C)C=O. The catalyst is C([O-])(=O)C.[Pd+2].C([O-])(=O)C.[C-]#N.[Zn+2].[C-]#N. The product is [C:37]([C:21]1[CH:26]=[C:25]([C@@H:27]([NH:30][S:31]([C:33]([CH3:36])([CH3:35])[CH3:34])=[O:32])[CH2:28][CH3:29])[CH:24]=[CH:23][N:22]=1)#[N:38]. The yield is 0.550.